This data is from Reaction yield outcomes from USPTO patents with 853,638 reactions. The task is: Predict the reaction yield, written as a fraction of the theoretical maximum amount of product (1.0 means a 100% yield; for example, 0.34 means a 34% yield). (1) The reactants are Cl.[CH3:2][O:3][C:4](=[O:24])[CH2:5][C@H:6]1[CH2:11][CH2:10][C@H:9]([C:12]2[CH:17]=[CH:16][C:15]([NH:18][C:19](=[O:23])[CH2:20][CH2:21][NH2:22])=[CH:14][CH:13]=2)[CH2:8][CH2:7]1.CCN=C=NCCCN(C)C.[Cl:36][C:37]1[CH:42]=[C:41]([Cl:43])[CH:40]=[CH:39][C:38]=1[C:44]1[O:45][C:46]([C:52]([F:55])([F:54])[F:53])=[C:47]([C:49](O)=[O:50])[N:48]=1.C1C=CC2N(O)N=NC=2C=1.C(N(C(C)C)C(C)C)C. The catalyst is ClCCl.C([O-])(O)=O.[Na+]. The product is [CH3:2][O:3][C:4](=[O:24])[CH2:5][C@H:6]1[CH2:7][CH2:8][C@H:9]([C:12]2[CH:13]=[CH:14][C:15]([NH:18][C:19](=[O:23])[CH2:20][CH2:21][NH:22][C:49]([C:47]3[N:48]=[C:44]([C:38]4[CH:39]=[CH:40][C:41]([Cl:43])=[CH:42][C:37]=4[Cl:36])[O:45][C:46]=3[C:52]([F:55])([F:54])[F:53])=[O:50])=[CH:16][CH:17]=2)[CH2:10][CH2:11]1. The yield is 0.750. (2) The reactants are [CH3:1][C:2]1[C:10]([N+:11]([O-:13])=[O:12])=[CH:9][C:5]([C:6]([NH2:8])=[O:7])=[CH:4][C:3]=1[N+:14]([O-:16])=[O:15].[NH2:17]N1C=NN=C1.CC(C)([O-])C.[K+].O. The catalyst is CS(C)=O.C(O)(=O)C. The product is [NH2:17][C:9]1[C:10]([N+:11]([O-:13])=[O:12])=[C:2]([CH3:1])[C:3]([N+:14]([O-:16])=[O:15])=[CH:4][C:5]=1[C:6]([NH2:8])=[O:7]. The yield is 0.840. (3) The reactants are [CH3:1][C:2]1([CH3:16])[C:6]([CH3:8])([CH3:7])[O:5][B:4]([C:9]2[CH:14]=[CH:13][C:12]([OH:15])=[CH:11][CH:10]=2)[O:3]1.[N:17]1([CH2:23][CH2:24]O)[CH2:22][CH2:21][O:20][CH2:19][CH2:18]1.C1(P(C2C=CC=CC=2)C2C=CC=CC=2)C=CC=CC=1.CC(OC(/N=N/C(OC(C)C)=O)=O)C. The catalyst is C(Cl)Cl. The product is [CH3:8][C:6]1([CH3:7])[C:2]([CH3:16])([CH3:1])[O:3][B:4]([C:9]2[CH:14]=[CH:13][C:12]([O:15][CH2:24][CH2:23][N:17]3[CH2:22][CH2:21][O:20][CH2:19][CH2:18]3)=[CH:11][CH:10]=2)[O:5]1. The yield is 0.740. (4) The reactants are [N+:1]([C:4]1[CH:11]=[CH:10][C:7]([CH:8]=[O:9])=[CH:6][CH:5]=1)([O-:3])=[O:2].[PH:12](=[O:19])([O:16][CH2:17][CH3:18])[O:13][CH2:14][CH3:15].C[O-].[Na+]. The catalyst is CO. The product is [OH:9][CH:8]([P:12](=[O:19])([O:16][CH2:17][CH3:18])[O:13][CH2:14][CH3:15])[C:7]1[CH:6]=[CH:5][C:4]([N+:1]([O-:3])=[O:2])=[CH:11][CH:10]=1. The yield is 0.890.